Dataset: Reaction yield outcomes from USPTO patents with 853,638 reactions. Task: Predict the reaction yield, written as a fraction of the theoretical maximum amount of product (1.0 means a 100% yield; for example, 0.34 means a 34% yield). (1) The reactants are [F:1][C:2]([F:14])([F:13])[C:3]1[CH:4]=[C:5]2[C:9](=[CH:10][CH:11]=1)[CH:8](O)[CH2:7][CH2:6]2.C1(C)C=CC(S(O)(=O)=O)=CC=1. The catalyst is C1(C)C=CC=CC=1. The product is [F:1][C:2]([F:13])([F:14])[C:3]1[CH:4]=[C:5]2[C:9]([CH:8]=[CH:7][CH2:6]2)=[CH:10][CH:11]=1. The yield is 0.960. (2) The reactants are [Cl:1][C:2]1[C:10]([C:11]#[N:12])=[CH:9][CH:8]=[C:7]2[C:3]=1[CH:4]=[C:5]([CH:22]([F:24])[F:23])[N:6]2[CH:13]([CH3:21])[C:14]([O:16]C(C)(C)C)=[O:15].C(O)(C(F)(F)F)=O. The catalyst is C(Cl)Cl. The product is [Cl:1][C:2]1[C:10]([C:11]#[N:12])=[CH:9][CH:8]=[C:7]2[C:3]=1[CH:4]=[C:5]([CH:22]([F:23])[F:24])[N:6]2[CH:13]([CH3:21])[C:14]([OH:16])=[O:15]. The yield is 0.950. (3) The reactants are [Cl:1][C:2]1[N:10]=[CH:9][CH:8]=[CH:7][C:3]=1[C:4](Cl)=[O:5].[CH2:11]([O:13][C:14]([C:16]1[CH:20]=[CH:19][NH:18][CH:17]=1)=[O:15])[CH3:12].[Sn](Cl)(Cl)(Cl)Cl.Cl. The catalyst is C1C=CC=CC=1. The product is [CH2:11]([O:13][C:14]([C:16]1[CH:20]=[C:19]([C:4]([C:3]2[C:2]([Cl:1])=[N:10][CH:9]=[CH:8][CH:7]=2)=[O:5])[NH:18][CH:17]=1)=[O:15])[CH3:12]. The yield is 0.500. (4) The reactants are [CH2:1]([S:3]([C:6]1[CH:7]=[C:8]([C:12]2[CH:20]=[CH:19][C:18]([OH:21])=[C:17]3[C:13]=2[C:14]2[CH:25]=[C:24]([CH3:26])[CH:23]=[N:22][C:15]=2[NH:16]3)[CH:9]=[CH:10][CH:11]=1)(=[O:5])=[O:4])[CH3:2].[CH3:27][N:28]([CH3:43])[CH2:29][CH2:30][CH2:31]OS(C1C=CC(C)=CC=1)(=O)=O.C(=O)([O-])[O-].[K+].[K+]. The catalyst is CN(C=O)C. The product is [CH2:1]([S:3]([C:6]1[CH:7]=[C:8]([C:12]2[CH:20]=[CH:19][C:18]([O:21][CH2:31][CH2:30][CH2:29][N:28]([CH3:43])[CH3:27])=[C:17]3[C:13]=2[C:14]2[CH:25]=[C:24]([CH3:26])[CH:23]=[N:22][C:15]=2[NH:16]3)[CH:9]=[CH:10][CH:11]=1)(=[O:5])=[O:4])[CH3:2]. The yield is 0.400.